Dataset: Full USPTO retrosynthesis dataset with 1.9M reactions from patents (1976-2016). Task: Predict the reactants needed to synthesize the given product. (1) Given the product [CH:1]1([C:6]([N:8]2[CH2:9][CH:10]([C:22]3[O:25][N:26]=[C:27]([C:29]4[CH:33]=[C:32]([CH3:34])[O:31][N:30]=4)[N:28]=3)[CH2:11][CH:12]([C:14]3[CH:19]=[CH:18][C:17]([CH2:20][CH3:21])=[CH:16][CH:15]=3)[CH2:13]2)=[O:7])[CH2:5][CH2:4][CH2:3][CH2:2]1, predict the reactants needed to synthesize it. The reactants are: [CH:1]1([C:6]([N:8]2[CH2:13][CH:12]([C:14]3[CH:19]=[CH:18][C:17]([CH2:20][CH3:21])=[CH:16][CH:15]=3)[CH2:11][CH:10]([C:22](O)=O)[CH2:9]2)=[O:7])[CH2:5][CH2:4][CH2:3][CH2:2]1.[OH:25][N:26]=[C:27]([C:29]1[CH:33]=[C:32]([CH3:34])[O:31][N:30]=1)[NH2:28]. (2) Given the product [Br:1][C:2]1[CH:3]=[C:4]2[C:9](=[CH:10][CH:11]=1)[C:8](=[O:12])[NH:7][C:6](=[O:13])/[C:5]/2=[CH:14]\[NH:25][C:28]1[CH:6]=[CH:5][C:4]([CH2:9][CH2:23][CH2:22][N:19]([CH3:17])[CH3:20])=[CH:3][CH:2]=1, predict the reactants needed to synthesize it. The reactants are: [Br:1][C:2]1[CH:3]=[C:4]2[C:9](=[CH:10][CH:11]=1)[C:8](=[O:12])[NH:7][C:6](=[O:13])/[C:5]/2=[CH:14]/OC.[CH2:17]([N:19]([CH2:22][CH3:23])[CH2:20]C)C.C[N:25]([CH3:28])C=O. (3) Given the product [OH:12][CH2:11][C:9]1[N:21]([CH2:18][C:19]#[CH:20])[C:2]([SH:1])=[N:3][CH:8]=1, predict the reactants needed to synthesize it. The reactants are: [S-:1][C:2]#[N:3].[K+].[CH2:11]1[O:12][C:9](O)([CH2:11][OH:12])[CH2:8]O[C:9]1(O)[CH2:8]O.Cl.[CH2:18]([NH2:21])[C:19]#[CH:20].C(O)(=O)C. (4) Given the product [CH3:1][C@H:2]([CH2:5][S:6][C:7]1[CH:12]=[CH:11][CH:10]=[C:9]([O:13][CH3:14])[C:8]=1[O:15][CH3:16])[CH2:3][OH:4], predict the reactants needed to synthesize it. The reactants are: [CH3:1][C@H:2]([CH2:5][S:6][C:7]1[CH:12]=[CH:11][CH:10]=[C:9]([O:13][CH3:14])[C:8]=1[OH:15])[CH2:3][OH:4].[C:16](=O)([O-])[O-].[K+].[K+].CI.